Dataset: hERG channel blocking data for cardiac toxicity assessment. Task: Regression/Classification. Given a drug SMILES string, predict its toxicity properties. Task type varies by dataset: regression for continuous values (e.g., LD50, hERG inhibition percentage) or binary classification for toxic/non-toxic outcomes (e.g., AMES mutagenicity, cardiotoxicity, hepatotoxicity). Dataset: herg. (1) The molecule is Clc1ccc2c(c1)C(N1CCNCC1)=Nc1ccccc1O2. The result is 1 (blocker). (2) The drug is CNCC[C@H](Oc1ccc(C(F)(F)F)cc1)c1ccccc1. The result is 1 (blocker). (3) The compound is O=C1N=c2ccccc2=[N+]1CCC[NH+]1CCC([N+]2=c3ccc(Cl)cc3=NC2=O)CC1. The result is 1 (blocker). (4) The compound is CC(Cc1ccccc1)[NH2+]CCC(c1ccccc1)c1ccccc1. The result is 1 (blocker).